Dataset: CYP2C9 inhibition data for predicting drug metabolism from PubChem BioAssay. Task: Regression/Classification. Given a drug SMILES string, predict its absorption, distribution, metabolism, or excretion properties. Task type varies by dataset: regression for continuous measurements (e.g., permeability, clearance, half-life) or binary classification for categorical outcomes (e.g., BBB penetration, CYP inhibition). Dataset: cyp2c9_veith. (1) The drug is COC(=O)[C@@]1(Cc2ccccc2)[C@H]2c3cc(C(=O)N(C)C)n(Cc4cc(F)c(F)c(F)c4)c3C[C@H]2CN1C(=O)c1ccccc1. The result is 1 (inhibitor). (2) The drug is CS(=O)(=O)Nc1cccc(-c2nccc(Nc3ccc(F)cc3)n2)c1. The result is 0 (non-inhibitor). (3) The drug is C/C(CCN1CCCc2nc(C)c(C)cc21)=N\O[C@@H](C)c1cn([C@@H]2COC[C@@H]2O)nn1. The result is 0 (non-inhibitor). (4) The molecule is N=c1nc(N)nc(N)n1-c1ccc(S(N)(=O)=O)cc1. The result is 0 (non-inhibitor). (5) The drug is CCOC(=O)c1cnc(-c2ccccc2)nc1Oc1cccc(Cl)c1. The result is 1 (inhibitor). (6) The molecule is NC[C@H](O)c1cc(O)c(O)cc1F. The result is 0 (non-inhibitor). (7) The molecule is Cn1ncc(C#N)c1/N=C/N1CCCCCC1. The result is 0 (non-inhibitor).